Dataset: Full USPTO retrosynthesis dataset with 1.9M reactions from patents (1976-2016). Task: Predict the reactants needed to synthesize the given product. (1) Given the product [Br:19][C:16]1[CH:15]=[CH:14][C:13]([CH2:12][N:9]2[CH2:10][CH2:11][C:6]([S:20]([C:23]3[CH:24]=[CH:25][C:26]([O:29][CH2:30][C:31]#[C:32][CH2:33][CH3:34])=[CH:27][CH:28]=3)(=[O:22])=[O:21])([C:4]([OH:5])=[O:3])[CH2:7][CH2:8]2)=[CH:18][CH:17]=1, predict the reactants needed to synthesize it. The reactants are: C([O:3][C:4]([C:6]1([S:20]([C:23]2[CH:28]=[CH:27][C:26]([O:29][CH2:30][C:31]#[C:32][CH2:33][CH3:34])=[CH:25][CH:24]=2)(=[O:22])=[O:21])[CH2:11][CH2:10][N:9]([CH2:12][C:13]2[CH:18]=[CH:17][C:16]([Br:19])=[CH:15][CH:14]=2)[CH2:8][CH2:7]1)=[O:5])C.CO.[OH-].[Na+]. (2) Given the product [N+:17]([C:8]1[CH:7]=[C:3]2[C:2](=[CH:10][CH:9]=1)[C:1](=[O:11])[NH:5][C:4]2=[O:6])([O-:19])=[O:18], predict the reactants needed to synthesize it. The reactants are: [C:1]1(=[O:11])[NH:5][C:4](=[O:6])[C:3]2=[CH:7][CH:8]=[CH:9][CH:10]=[C:2]12.S(=O)(=O)(O)O.[N+:17]([O-])([OH:19])=[O:18]. (3) Given the product [O:14]=[C:13]1[N:8]2[N:7]=[C:6]([C:4]([OH:5])=[O:3])[CH:21]=[C:9]2[NH:10][C:11]([C:15]2[CH:20]=[CH:19][CH:18]=[CH:17][CH:16]=2)=[CH:12]1, predict the reactants needed to synthesize it. The reactants are: C([O:3][C:4]([C:6]1[CH:21]=[C:9]2[NH:10][C:11]([C:15]3[CH:20]=[CH:19][CH:18]=[CH:17][CH:16]=3)=[CH:12][C:13](=[O:14])[N:8]2[N:7]=1)=[O:5])C.[OH-].[K+].Cl. (4) Given the product [C:37]([O:41][C:42]([NH:44][C@H:45]([C:61]([NH:5][C:6]1[CH:35]=[CH:34][CH:33]=[C:32]([F:36])[C:7]=1[O:8][CH2:9][C@H:10]1[O:15][CH2:14][C@@H:13]([CH2:16][O:17][Si:18]([C:21]([CH3:22])([CH3:23])[CH3:24])([CH3:20])[CH3:19])[N:12]([C:25]([O:27][C:28]([CH3:29])([CH3:30])[CH3:31])=[O:26])[CH2:11]1)=[O:62])[CH:46]([C:54]1[CH:59]=[CH:58][C:57]([F:60])=[CH:56][CH:55]=1)[C:47]1[CH:52]=[CH:51][C:50]([F:53])=[CH:49][CH:48]=1)=[O:43])([CH3:39])([CH3:40])[CH3:38], predict the reactants needed to synthesize it. The reactants are: O(Cl)Cl.[P+5].[NH2:5][C:6]1[CH:35]=[CH:34][CH:33]=[C:32]([F:36])[C:7]=1[O:8][CH2:9][C@H:10]1[O:15][CH2:14][C@@H:13]([CH2:16][O:17][Si:18]([C:21]([CH3:24])([CH3:23])[CH3:22])([CH3:20])[CH3:19])[N:12]([C:25]([O:27][C:28]([CH3:31])([CH3:30])[CH3:29])=[O:26])[CH2:11]1.[C:37]([O:41][C:42]([NH:44][C@H:45]([C:61](O)=[O:62])[CH:46]([C:54]1[CH:59]=[CH:58][C:57]([F:60])=[CH:56][CH:55]=1)[C:47]1[CH:52]=[CH:51][C:50]([F:53])=[CH:49][CH:48]=1)=[O:43])([CH3:40])([CH3:39])[CH3:38]. (5) Given the product [CH3:1][S:2]([O:5][C:6]1[CH:11]=[C:10]([C:12]2([C:20]3[CH:25]=[CH:24][C:23]([F:26])=[C:22]([C:34]4[CH:35]=[N:30][CH:31]=[N:32][CH:33]=4)[CH:21]=3)[C:16](=[O:17])[N:15]([CH3:18])[C:14]([NH2:19])=[N:13]2)[CH:9]=[CH:8][C:7]=1[CH2:28][CH3:29])(=[O:4])=[O:3], predict the reactants needed to synthesize it. The reactants are: [CH3:1][S:2]([O:5][C:6]1[CH:11]=[C:10]([C:12]2([C:20]3[CH:25]=[CH:24][C:23]([F:26])=[C:22](Br)[CH:21]=3)[C:16](=[O:17])[N:15]([CH3:18])[C:14]([NH2:19])=[N:13]2)[CH:9]=[CH:8][C:7]=1[CH2:28][CH3:29])(=[O:4])=[O:3].[N:30]1[CH:35]=[C:34](B(O)O)[CH:33]=[N:32][CH:31]=1.C(=O)([O-])[O-].[K+].[K+].O. (6) The reactants are: [F:1][C:2]1[CH:7]=[CH:6][C:5]([C:8](=O)[CH2:9][C:10]2[CH:15]=[CH:14][N:13]=[CH:12][CH:11]=2)=[CH:4][CH:3]=1.[F:17][C:18]1[CH:25]=[CH:24][C:21](C=O)=[CH:20][CH:19]=1.[NH2:26][C:27]1[C:28]([C:32]([O:34][CH3:35])=[O:33])=[CH:29][S:30][CH:31]=1.Cl.[OH-].[Na+].[CH3:39]OCCO. Given the product [F:17][C:18]1[CH:19]=[CH:20][C:21]([C:9]2([C:10]3[CH:15]=[CH:14][N:13]=[CH:12][CH:11]=3)[CH:39]=[N:26][C:27]3=[C:28]([C:32]([O:34][CH3:35])=[O:33])[CH2:29][S:30][C:31]3=[C:8]2[C:5]2[CH:6]=[CH:7][C:2]([F:1])=[CH:3][CH:4]=2)=[CH:24][CH:25]=1, predict the reactants needed to synthesize it. (7) Given the product [N:4]1[C:3]([CH2:2][N:17]([CH3:18])[CH2:16][C:15]([O:14][CH3:13])=[O:19])=[CH:11][N:6]2[CH:7]=[CH:8][CH:9]=[CH:10][C:5]=12, predict the reactants needed to synthesize it. The reactants are: Cl[CH2:2][C:3]1[N:4]=[C:5]2[CH:10]=[CH:9][CH:8]=[CH:7][N:6]2[CH:11]=1.Cl.[CH3:13][O:14][C:15](=[O:19])[CH2:16][NH:17][CH3:18].C(N(CC)CC)C.[Na+].[Cl-].